From a dataset of Full USPTO retrosynthesis dataset with 1.9M reactions from patents (1976-2016). Predict the reactants needed to synthesize the given product. (1) Given the product [CH3:1][O:2][C:3]1[C:4]([NH2:11])=[C:5]([CH:8]=[CH:9][CH:10]=1)[CH:6]=[O:7], predict the reactants needed to synthesize it. The reactants are: [CH3:1][O:2][C:3]1[C:4]([N+:11]([O-])=O)=[C:5]([CH:8]=[CH:9][CH:10]=1)[CH:6]=[O:7].Cl. (2) Given the product [CH:1]1([NH:4][C:5](=[O:6])[NH:7][C:8]2[CH:13]=[CH:12][C:11]([C:14]3[C:15]4[CH2:29][N:28]([C:40]([NH:39][CH2:37][CH3:38])=[O:41])[CH2:27][C:16]=4[N:17]=[C:18]([N:20]4[CH2:25][CH2:24][O:23][CH2:22][C@@H:21]4[CH3:26])[N:19]=3)=[CH:10][CH:9]=2)[CH2:3][CH2:2]1, predict the reactants needed to synthesize it. The reactants are: [CH:1]1([NH:4][C:5]([NH:7][C:8]2[CH:13]=[CH:12][C:11]([C:14]3[C:15]4[CH2:29][NH:28][CH2:27][C:16]=4[N:17]=[C:18]([N:20]4[CH2:25][CH2:24][O:23][CH2:22][C@@H:21]4[CH3:26])[N:19]=3)=[CH:10][CH:9]=2)=[O:6])[CH2:3][CH2:2]1.CCN(CC)CC.[CH2:37]([N:39]=[C:40]=[O:41])[CH3:38]. (3) Given the product [CH2:1]([O:8][C:9]1[CH:17]=[CH:16][C:15]([CH3:20])=[C:11]([CH2:12][OH:14])[CH:10]=1)[C:2]1[CH:3]=[CH:4][CH:5]=[CH:6][CH:7]=1, predict the reactants needed to synthesize it. The reactants are: [CH2:1]([O:8][C:9]1[C:10](C)=[C:11]([CH:15]=[CH:16][CH:17]=1)[C:12]([OH:14])=O)[C:2]1[CH:7]=[CH:6][CH:5]=[CH:4][CH:3]=1.B.[CH2:20]1COCC1.CO. (4) Given the product [F:1][C:2]1[CH:7]=[C:6]([C:8]([F:9])([F:10])[F:11])[CH:5]=[CH:4][C:3]=1[CH:12]=[CH:13][C:14]1[O:15][CH:16]=[C:17]([CH2:19][O:20][C:28]2[N:29]=[N:30][C:31]([CH2:34][CH2:35][CH2:36][CH2:37][N:38]3[CH:42]=[CH:41][N:40]=[N:39]3)=[CH:32][CH:33]=2)[N:18]=1, predict the reactants needed to synthesize it. The reactants are: [F:1][C:2]1[CH:7]=[C:6]([C:8]([F:11])([F:10])[F:9])[CH:5]=[CH:4][C:3]=1[CH:12]=[CH:13][C:14]1[O:15][CH:16]=[C:17]([CH2:19][OH:20])[N:18]=1.CC(C)([O-])C.[Na+].Cl[C:28]1[N:29]=[N:30][C:31]([CH2:34][CH2:35][CH2:36][CH2:37][N:38]2[CH:42]=[CH:41][N:40]=[N:39]2)=[CH:32][CH:33]=1.C(OCC)(=O)C. (5) Given the product [C:28]1(=[O:37])[N:15]([CH:12]([C:9]2[CH:10]=[CH:11][C:6]([O:5][CH3:4])=[CH:7][CH:8]=2)[CH2:13][CH3:14])[C:31](=[O:32])[C:30]2=[CH:33][CH:34]=[CH:35][CH:36]=[C:29]12, predict the reactants needed to synthesize it. The reactants are: CCC.[CH3:4][O:5][C:6]1[CH:11]=[CH:10][C:9]([CH:12]([NH2:15])[CH2:13][CH3:14])=[CH:8][CH:7]=1.C(=O)([O-])[O-].[Na+].[Na+].C(N1[C:31](=[O:32])[C:30]2=[CH:33][CH:34]=[CH:35][CH:36]=[C:29]2[C:28]1=[O:37])(OCC)=O. (6) Given the product [CH2:30]([O:29][C:26]1[CH:27]=[C:28]2[C:23](=[C:24]([C:37]([NH2:38])=[O:39])[CH:25]=1)[N:22]=[CH:21][N:20]=[C:19]2[NH:18][CH:10]([C:11]1[CH:16]=[CH:15][CH:14]=[C:13]([Cl:17])[CH:12]=1)[CH2:9][NH:7][CH3:6])[C:31]1[CH:32]=[CH:33][CH:34]=[CH:35][CH:36]=1, predict the reactants needed to synthesize it. The reactants are: C(O[C:6](=O)[N:7]([CH2:9][CH:10]([NH:18][C:19]1[C:28]2[C:23](=[C:24]([C:37](=[O:39])[NH2:38])[CH:25]=[C:26]([O:29][CH2:30][C:31]3[CH:36]=[CH:35][CH:34]=[CH:33][CH:32]=3)[CH:27]=2)[N:22]=[CH:21][N:20]=1)[C:11]1[CH:16]=[CH:15][CH:14]=[C:13]([Cl:17])[CH:12]=1)C)(C)(C)C.C1COCC1.Cl.